This data is from Reaction yield outcomes from USPTO patents with 853,638 reactions. The task is: Predict the reaction yield, written as a fraction of the theoretical maximum amount of product (1.0 means a 100% yield; for example, 0.34 means a 34% yield). The reactants are [CH3:1][O:2][C:3]1[CH:8]=[CH:7][CH:6]=[CH:5][C:4]=1Br.[CH3:10][O:11][C:12]1[CH:17]=[CH:16][CH:15]=[CH:14][C:13]=1B(O)O. No catalyst specified. The product is [CH3:1][O:2][C:3]1[CH:8]=[CH:7][CH:6]=[CH:5][C:4]=1[C:13]1[CH:14]=[CH:15][CH:16]=[CH:17][C:12]=1[O:11][CH3:10]. The yield is 0.710.